Dataset: Full USPTO retrosynthesis dataset with 1.9M reactions from patents (1976-2016). Task: Predict the reactants needed to synthesize the given product. (1) Given the product [CH2:1]([O:8][CH2:9][CH2:10][O:11][C:12]1[CH:33]=[CH:32][C:31]([O:34][CH3:35])=[CH:30][C:13]=1[CH2:14][N:15]([C:16]1[CH:21]=[C:20]([F:22])[CH:19]=[CH:18][C:17]=1[O:23][C:24]1[CH:29]=[CH:28][CH:27]=[CH:26][CH:25]=1)[C:36](=[O:38])[CH3:37])[C:2]1[CH:3]=[CH:4][CH:5]=[CH:6][CH:7]=1, predict the reactants needed to synthesize it. The reactants are: [CH2:1]([O:8][CH2:9][CH2:10][O:11][C:12]1[CH:33]=[CH:32][C:31]([O:34][CH3:35])=[CH:30][C:13]=1[CH2:14][NH:15][C:16]1[CH:21]=[C:20]([F:22])[CH:19]=[CH:18][C:17]=1[O:23][C:24]1[CH:29]=[CH:28][CH:27]=[CH:26][CH:25]=1)[C:2]1[CH:7]=[CH:6][CH:5]=[CH:4][CH:3]=1.[C:36](OC(=O)C)(=[O:38])[CH3:37]. (2) Given the product [CH:17]1([NH:20][C:21]([C:22]2[CH:27]=[C:26]([C:2]3[CH:7]=[CH:6][C:5]([C:8]4[O:12][C:11]([CH2:13][N:14]([CH3:16])[CH3:15])=[N:10][N:9]=4)=[CH:4][CH:3]=3)[C:25]([CH3:28])=[CH:24][CH:23]=2)=[O:38])[CH2:18][CH2:19]1, predict the reactants needed to synthesize it. The reactants are: I[C:2]1[CH:7]=[CH:6][C:5]([C:8]2[O:12][C:11]([CH2:13][N:14]([CH3:16])[CH3:15])=[N:10][N:9]=2)=[CH:4][CH:3]=1.[CH:17]1([NH:20][C:21](=[O:38])[C:22]2[CH:27]=[CH:26][C:25]([CH3:28])=[C:24](B3OC(C)(C)C(C)(C)O3)[CH:23]=2)[CH2:19][CH2:18]1. (3) Given the product [CH2:1]([O:8][C:9]1[CH:10]=[C:11]([S:15][C:16]2[CH:21]=[CH:20][C:19]([CH2:22][CH2:23][CH2:24][C:25]([C:26]([O:28][CH2:29][CH3:30])=[O:27])([CH3:31])[C:32]([OH:34])=[O:33])=[C:18]([Cl:37])[CH:17]=2)[CH:12]=[CH:13][CH:14]=1)[C:2]1[CH:3]=[CH:4][CH:5]=[CH:6][CH:7]=1, predict the reactants needed to synthesize it. The reactants are: [CH2:1]([O:8][C:9]1[CH:10]=[C:11]([S:15][C:16]2[CH:21]=[CH:20][C:19]([CH2:22][CH2:23][CH2:24][C:25]([C:32]([O:34]CC)=[O:33])([CH3:31])[C:26]([O:28][CH2:29][CH3:30])=[O:27])=[C:18]([Cl:37])[CH:17]=2)[CH:12]=[CH:13][CH:14]=1)[C:2]1[CH:7]=[CH:6][CH:5]=[CH:4][CH:3]=1.[OH-].[K+].Cl.C(OCC)(=O)C. (4) The reactants are: [CH3:1][O:2][C:3]([C:5]1[CH:10]=[CH:9][C:8]([N:11]=[C:12]=[S:13])=[CH:7][CH:6]=1)=[O:4].[N:14]#[C:15][NH2:16].CC(C)([O-])C.[K+].Br[CH2:24][C:25]([C:27]1[CH:32]=[CH:31][C:30]([O:33][CH3:34])=[CH:29][CH:28]=1)=[O:26]. Given the product [CH3:1][O:2][C:3](=[O:4])[C:5]1[CH:10]=[CH:9][C:8]([NH:11][C:12]2[S:13][C:24]([C:25](=[O:26])[C:27]3[CH:32]=[CH:31][C:30]([O:33][CH3:34])=[CH:29][CH:28]=3)=[C:15]([NH2:16])[N:14]=2)=[CH:7][CH:6]=1, predict the reactants needed to synthesize it. (5) Given the product [C:13]([O:8][CH2:7][CH:5]([CH2:4][O:3][C:2](=[O:12])[CH2:10][CH2:23][CH2:22][CH2:21][CH2:20][CH2:19][CH2:18]/[CH:17]=[CH:16]\[CH2:15][CH2:14][CH2:13][CH2:49][CH2:50][CH2:41][CH2:40][CH3:39])[OH:9])(=[O:32])[CH2:14][CH2:15][CH2:16][CH2:17][CH2:18][CH2:19][CH2:20]/[CH:21]=[CH:22]\[CH2:23][CH2:24][CH2:25][CH2:26][CH2:27][CH2:28][CH2:29][CH3:30], predict the reactants needed to synthesize it. The reactants are: C1O[C:5]([OH:9])([CH2:7][OH:8])[CH2:4][O:3][C:2]1([OH:12])[CH2:10]O.[C:13]([OH:32])(=O)[CH2:14][CH2:15][CH2:16][CH2:17][CH2:18][CH2:19][CH2:20]/[CH:21]=[CH:22]\[CH2:23][CH2:24][CH2:25][CH2:26][CH2:27][CH2:28][CH2:29][CH3:30].Cl.C(N=C=N[CH2:39][CH2:40][CH2:41]N(C)C)C.C(O[CH2:49][CH3:50])(=O)C.